Task: Binary Classification. Given a T-cell receptor sequence (or CDR3 region) and an epitope sequence, predict whether binding occurs between them.. Dataset: TCR-epitope binding with 47,182 pairs between 192 epitopes and 23,139 TCRs (1) The epitope is GPGHKARVL. The TCR CDR3 sequence is CASSGTSGRARHNEQFF. Result: 0 (the TCR does not bind to the epitope). (2) Result: 1 (the TCR binds to the epitope). The TCR CDR3 sequence is CASTRQGAYEQYF. The epitope is LLWNGPMAV. (3) The TCR CDR3 sequence is CAISEEGSSLSYNEQFF. Result: 1 (the TCR binds to the epitope). The epitope is YLNTLTLAV. (4) The epitope is ATDALMTGY. The TCR CDR3 sequence is CASSLGQGEAFF. Result: 0 (the TCR does not bind to the epitope). (5) Result: 0 (the TCR does not bind to the epitope). The TCR CDR3 sequence is CASSQLGNEQFF. The epitope is HTDFSSEIIGY.